This data is from Forward reaction prediction with 1.9M reactions from USPTO patents (1976-2016). The task is: Predict the product of the given reaction. (1) The product is: [CH2:12]([O:19][CH2:20][CH:21]1[CH2:25][N:24]([C:26]2[C:30]([N+:1]([O-:4])=[O:2])=[CH:29][N:28]([CH3:31])[N:27]=2)[C:23](=[O:32])[CH2:22]1)[C:13]1[CH:14]=[CH:15][CH:16]=[CH:17][CH:18]=1. Given the reactants [N+:1]([O-:4])(O)=[O:2].C(OC(=O)C)(=O)C.[CH2:12]([O:19][CH2:20][CH:21]1[CH2:25][N:24]([C:26]2[CH:30]=[CH:29][N:28]([CH3:31])[N:27]=2)[C:23](=[O:32])[CH2:22]1)[C:13]1[CH:18]=[CH:17][CH:16]=[CH:15][CH:14]=1.[OH-].[Na+], predict the reaction product. (2) Given the reactants [CH3:1][N:2]([C:7]1[CH:12]=[CH:11][C:10]([C@H:13]2[N:21]3[C@@H:16]([CH2:17][CH2:18][CH2:19][CH2:20]3)[CH2:15][CH2:14]2)=[CH:9][CH:8]=1)[C:3](=[O:6])[CH:4]=[CH2:5].[NH:22]1[CH2:27][CH2:26][CH2:25][CH2:24][CH2:23]1, predict the reaction product. The product is: [CH3:1][N:2]([C:7]1[CH:12]=[CH:11][C:10]([C@H:13]2[N:21]3[C@@H:16]([CH2:17][CH2:18][CH2:19][CH2:20]3)[CH2:15][CH2:14]2)=[CH:9][CH:8]=1)[C:3](=[O:6])[CH:4]=[CH:5][N:22]1[CH2:27][CH2:26][CH2:25][CH2:24][CH2:23]1.